Dataset: Forward reaction prediction with 1.9M reactions from USPTO patents (1976-2016). Task: Predict the product of the given reaction. Given the reactants O[C:2]1[N:7]=[C:6]([C:8]2[C:16]3[C:11](=[N:12][CH:13]=[C:14]([C:17]([F:20])([F:19])[F:18])[CH:15]=3)[N:10]([S:21]([C:24]3[CH:30]=[CH:29][C:27]([CH3:28])=[CH:26][CH:25]=3)(=[O:23])=[O:22])[CH:9]=2)[C:5]([C:31]#[N:32])=[CH:4][N:3]=1.P(Cl)(Cl)([Cl:35])=O, predict the reaction product. The product is: [Cl:35][C:2]1[N:7]=[C:6]([C:8]2[C:16]3[C:11](=[N:12][CH:13]=[C:14]([C:17]([F:20])([F:19])[F:18])[CH:15]=3)[N:10]([S:21]([C:24]3[CH:30]=[CH:29][C:27]([CH3:28])=[CH:26][CH:25]=3)(=[O:23])=[O:22])[CH:9]=2)[C:5]([C:31]#[N:32])=[CH:4][N:3]=1.